Dataset: Catalyst prediction with 721,799 reactions and 888 catalyst types from USPTO. Task: Predict which catalyst facilitates the given reaction. (1) Reactant: [C:1]1([S:7]([N:10]2[CH2:15][CH2:14][O:13][C:12]3[N:16]=[CH:17][C:18]([C:20](Cl)=[O:21])=[CH:19][C:11]2=3)(=[O:9])=[O:8])[CH:6]=[CH:5][CH:4]=[CH:3][CH:2]=1.[NH:23]1[CH2:28][CH2:27][CH2:26][CH2:25][CH2:24]1. Product: [C:1]1([S:7]([N:10]2[CH2:15][CH2:14][O:13][C:12]3[N:16]=[CH:17][C:18]([C:20]([N:23]4[CH2:28][CH2:27][CH2:26][CH2:25][CH2:24]4)=[O:21])=[CH:19][C:11]2=3)(=[O:9])=[O:8])[CH:6]=[CH:5][CH:4]=[CH:3][CH:2]=1. The catalyst class is: 326. (2) Reactant: [NH2:1][CH2:2][C:3]1[CH:4]=[C:5]([C:10]2[CH:15]=[CH:14][CH:13]=[C:12]([CH2:16][N:17]3[CH2:22][CH2:21][N:20](C(OC(C)(C)C)=O)[C@@H:19]([CH3:30])[CH2:18]3)[CH:11]=2)[CH:6]=[CH:7][C:8]=1[F:9].[Cl:31][C:32]1[CH:33]=[C:34]([C:39]([C:41]2[CH:42]=[C:43]([CH:47]=[CH:48][CH:49]=2)[C:44]([OH:46])=O)=[O:40])[CH:35]=[CH:36][C:37]=1[Cl:38].CN(C(ON1N=NC2C=CC=NC1=2)=[N+](C)C)C.F[P-](F)(F)(F)(F)F.C(N(C(C)C)CC)(C)C. Product: [Cl:31][C:32]1[CH:33]=[C:34]([C:39]([C:41]2[CH:42]=[C:43]([CH:47]=[CH:48][CH:49]=2)[C:44]([NH:1][CH2:2][C:3]2[CH:4]=[C:5]([C:10]3[CH:15]=[CH:14][CH:13]=[C:12]([CH2:16][N:17]4[CH2:22][CH2:21][NH:20][C@@H:19]([CH3:30])[CH2:18]4)[CH:11]=3)[CH:6]=[CH:7][C:8]=2[F:9])=[O:46])=[O:40])[CH:35]=[CH:36][C:37]=1[Cl:38]. The catalyst class is: 3. (3) Reactant: [CH3:1][O:2][C:3]1[CH:4]=[C:5]([C:12]2[NH:13][C:14]([CH2:17][C:18]([O:20]CC)=[O:19])=[N:15][N:16]=2)[CH:6]=[CH:7][C:8]=1[N+:9]([O-:11])=[O:10].[OH-].[Na+]. Product: [CH3:1][O:2][C:3]1[CH:4]=[C:5]([C:12]2[NH:13][C:14]([CH2:17][C:18]([OH:20])=[O:19])=[N:15][N:16]=2)[CH:6]=[CH:7][C:8]=1[N+:9]([O-:11])=[O:10]. The catalyst class is: 5. (4) Reactant: [C:1]([O:5][C:6]([N:8]1[C@@H:12]([CH3:13])[C@H:11]([F:14])[CH2:10][C@H:9]1[C:15]([OH:17])=O)=[O:7])([CH3:4])([CH3:3])[CH3:2].CN(C(ON1N=NC2C=CC=NC1=2)=[N+](C)C)C.F[P-](F)(F)(F)(F)F.CCN(C(C)C)C(C)C.Cl.[F:52][C:53]([F:73])([F:72])[C:54]1[C:55]([CH2:70][NH2:71])=[CH:56][C:57]([C:60]2[CH:61]=[N:62][C:63]([C:66]([F:69])([F:68])[F:67])=[N:64][CH:65]=2)=[N:58][CH:59]=1. Product: [F:14][C@@H:11]1[CH2:10][C@@H:9]([C:15](=[O:17])[NH:71][CH2:70][C:55]2[C:54]([C:53]([F:52])([F:72])[F:73])=[CH:59][N:58]=[C:57]([C:60]3[CH:61]=[N:62][C:63]([C:66]([F:69])([F:68])[F:67])=[N:64][CH:65]=3)[CH:56]=2)[N:8]([C:6]([O:5][C:1]([CH3:2])([CH3:3])[CH3:4])=[O:7])[C@H:12]1[CH3:13]. The catalyst class is: 39. (5) The catalyst class is: 695. Reactant: [OH-].[Na+].P(Br)(Br)[Br:4].[CH3:7][C:8]1([CH3:15])[CH2:13][CH2:12][C:11](=O)[CH2:10][CH2:9]1.[C:16]([O-:19])(=O)C.[Na+]. Product: [Br:4][C:11]1[CH2:12][CH2:13][C:8]([CH3:15])([CH3:7])[CH2:9][C:10]=1[CH:16]=[O:19]. (6) Reactant: [NH2:1][CH:2]([C:4]1[C:5]([O:23][CH3:24])=[C:6]([CH:12]2[CH2:15][N:14]([C:16]([O:18][C:19]([CH3:22])([CH3:21])[CH3:20])=[O:17])[CH2:13]2)[C:7]([CH3:11])=[C:8]([Cl:10])[CH:9]=1)[CH3:3].Br[C:26]1[N:34]=[CH:33][N:32]=[C:31]2[C:27]=1[N:28]=[CH:29][N:30]2[CH:35]1[CH2:40][CH2:39][CH2:38][CH2:37][O:36]1.CCN(C(C)C)C(C)C. Product: [Cl:10][C:8]1[C:7]([CH3:11])=[C:6]([CH:12]2[CH2:15][N:14]([C:16]([O:18][C:19]([CH3:20])([CH3:22])[CH3:21])=[O:17])[CH2:13]2)[C:5]([O:23][CH3:24])=[C:4]([CH:2]([NH:1][C:26]2[N:34]=[CH:33][N:32]=[C:31]3[C:27]=2[N:28]=[CH:29][N:30]3[CH:35]2[CH2:40][CH2:39][CH2:38][CH2:37][O:36]2)[CH3:3])[CH:9]=1. The catalyst class is: 8. (7) Reactant: [CH:1]1([C:4]2[C:5]([C:17]3[CH:18]=[CH:19][C:20]4[O:25][CH2:24][CH2:23][CH2:22][C:21]=4[CH:26]=3)=[C:6]([CH:11]([OH:16])[C:12]([O:14][CH3:15])=[O:13])[C:7]([CH3:10])=[CH:8][CH:9]=2)[CH2:3][CH2:2]1.C(N(CC)CC)C.[CH3:34][S:35](O[S:35]([CH3:34])(=[O:37])=[O:36])(=[O:37])=[O:36].O. Product: [CH3:15][O:14][C:12](=[O:13])[CH:11]([C:6]1[C:7]([CH3:10])=[CH:8][CH:9]=[C:4]([CH:1]2[CH2:2][CH2:3]2)[C:5]=1[C:17]1[CH:26]=[C:21]2[C:20](=[CH:19][CH:18]=1)[O:25][CH2:24][CH2:23][CH2:22]2)[O:16][S:35]([CH3:34])(=[O:37])=[O:36]. The catalyst class is: 4. (8) Reactant: [Cl:1][C:2]1[CH:7]=[C:6]([Cl:8])[CH:5]=[CH:4][C:3]=1[C:9]1[N:10]([C:24]2[CH:29]=[CH:28][C:27]([OH:30])=[CH:26][CH:25]=2)[C:11]([CH3:23])=[C:12]([C:14]([NH:16][N:17]2[CH2:22][CH2:21][CH2:20][CH2:19][CH2:18]2)=[O:15])[N:13]=1.C(N(CC)CC)C.[S:38]1[CH:42]=[CH:41][CH:40]=[C:39]1[S:43](Cl)(=[O:45])=[O:44].O. Product: [S:38]1[CH:42]=[CH:41][CH:40]=[C:39]1[S:43]([O:30][C:27]1[CH:26]=[CH:25][C:24]([N:10]2[C:11]([CH3:23])=[C:12]([C:14]([NH:16][N:17]3[CH2:22][CH2:21][CH2:20][CH2:19][CH2:18]3)=[O:15])[N:13]=[C:9]2[C:3]2[CH:4]=[CH:5][C:6]([Cl:8])=[CH:7][C:2]=2[Cl:1])=[CH:29][CH:28]=1)(=[O:45])=[O:44]. The catalyst class is: 4. (9) Product: [CH:2]([C@@H:5]1[CH2:9][N:8]([C:10]([O:12][C:13]([CH3:15])([CH3:14])[CH3:16])=[O:11])[C:7](=[O:17])[CH2:6]1)=[O:1]. The catalyst class is: 24. Reactant: [OH:1][C@@H:2]([C@@H:5]1[CH2:9][N:8]([C:10]([O:12][C:13]([CH3:16])([CH3:15])[CH3:14])=[O:11])[C:7](=[O:17])[CH2:6]1)CO. (10) Reactant: [Br:1][C:2]1[CH:7]=[CH:6][C:5](I)=[C:4]([CH2:9][CH3:10])[CH:3]=1.C([Li])CCC.CN(C)[CH:18]=[O:19].Cl. Product: [Br:1][C:2]1[CH:7]=[CH:6][C:5]([CH:18]=[O:19])=[C:4]([CH2:9][CH3:10])[CH:3]=1. The catalyst class is: 7.